From a dataset of Catalyst prediction with 721,799 reactions and 888 catalyst types from USPTO. Predict which catalyst facilitates the given reaction. (1) Reactant: [Br:1][C:2]1[C:11]([F:12])=[CH:10][C:5]([C:6](OC)=[O:7])=[C:4]([N+:13]([O-:15])=[O:14])[CH:3]=1.[H-].C([Al+]CC(C)C)C(C)C.CO.C(C(C(C([O-])=O)O)O)([O-])=O.[Na+].[Na+]. Product: [Br:1][C:2]1[C:11]([F:12])=[CH:10][C:5]([CH:6]=[O:7])=[C:4]([N+:13]([O-:15])=[O:14])[CH:3]=1. The catalyst class is: 2. (2) The catalyst class is: 1. Product: [NH2:1][C:2]1[C:7]([C:8]#[N:9])=[C:6]([C@H:10]2[CH2:15][CH2:14][C@@H:13]([O:16][CH2:17][CH2:18][OH:19])[CH2:12][CH2:11]2)[C:5]([C:37]#[N:38])=[C:4]([S:39][CH2:40][C:41]2[N:42]=[C:43]([C:46]3[CH:47]=[CH:48][C:49]([Cl:52])=[CH:50][CH:51]=3)[S:44][CH:45]=2)[N:3]=1. Reactant: [NH2:1][C:2]1[C:7]([C:8]#[N:9])=[C:6]([CH:10]2[CH2:15][CH2:14][CH:13]([O:16][CH2:17][CH2:18][O:19][Si](C(C)(C)C)(C3C=CC=CC=3)C3C=CC=CC=3)[CH2:12][CH2:11]2)[C:5]([C:37]#[N:38])=[C:4]([S:39][CH2:40][C:41]2[N:42]=[C:43]([C:46]3[CH:51]=[CH:50][C:49]([Cl:52])=[CH:48][CH:47]=3)[S:44][CH:45]=2)[N:3]=1.[F-].C([N+](CCCC)(CCCC)CCCC)CCC.C(OCC)(=O)C. (3) Product: [CH3:21][C:16]1[CH:17]=[C:18]([F:20])[CH:19]=[C:2]([CH3:1])[C:3]=1[CH2:4][O:5][C:6]1[C:7]2[N:8]([C:12]([Cl:22])=[C:13]([CH3:15])[N:14]=2)[CH:9]=[CH:10][CH:11]=1. The catalyst class is: 15. Reactant: [CH3:1][C:2]1[CH:19]=[C:18]([F:20])[CH:17]=[C:16]([CH3:21])[C:3]=1[CH2:4][O:5][C:6]1[C:7]2[N:8]([CH:12]=[C:13]([CH3:15])[N:14]=2)[CH:9]=[CH:10][CH:11]=1.[Cl:22]Cl. (4) Reactant: [BH4-].[Na+].[F:3][C:4]([F:16])([F:15])[O:5][C:6]1[CH:14]=[CH:13][C:9]([C:10](O)=[O:11])=[CH:8][CH:7]=1.B(F)(F)F.CCOCC. Product: [F:3][C:4]([F:15])([F:16])[O:5][C:6]1[CH:7]=[CH:8][C:9]([CH2:10][OH:11])=[CH:13][CH:14]=1. The catalyst class is: 1.